Dataset: Catalyst prediction with 721,799 reactions and 888 catalyst types from USPTO. Task: Predict which catalyst facilitates the given reaction. (1) Reactant: [Cl:1][C:2]1[CH:9]=[CH:8][CH:7]=[CH:6][C:3]=1[CH:4]=O.S(=O)(O)[O-].[Na+].[OH-:15].[NH4+:16].[C-:17]#[N:18].[Na+]. Product: [ClH:1].[NH2:16][CH:4]([C:3]1[CH:6]=[CH:7][CH:8]=[CH:9][C:2]=1[Cl:1])[C:17]([NH2:18])=[O:15]. The catalyst class is: 72. (2) Reactant: [NH2:1][C@H:2]([C:4]1[N:13]([C:14]2[CH:19]=[CH:18][CH:17]=[C:16]([O:20][CH2:21][C:22]([F:25])([F:24])[F:23])[CH:15]=2)[C:12](=[O:26])[C:11]2[C:6](=[CH:7][CH:8]=[CH:9][C:10]=2[F:27])[N:5]=1)[CH3:3].Cl[C:29]1[C:30]2[CH:37]=[CH:36][NH:35][C:31]=2[N:32]=[CH:33][N:34]=1.C(N(C(C)C)CC)(C)C. Product: [N:32]1[C:31]2[NH:35][CH:36]=[CH:37][C:30]=2[C:29]([NH:1][C@H:2]([C:4]2[N:13]([C:14]3[CH:19]=[CH:18][CH:17]=[C:16]([O:20][CH2:21][C:22]([F:23])([F:25])[F:24])[CH:15]=3)[C:12](=[O:26])[C:11]3[C:6](=[CH:7][CH:8]=[CH:9][C:10]=3[F:27])[N:5]=2)[CH3:3])=[N:34][CH:33]=1. The catalyst class is: 218. (3) Reactant: [Br:1][C:2]1[CH:3]=[C:4]2[C:9](=[O:10])[O:8][C:6](=O)[C:5]2=[CH:11][CH:12]=1.[CH2:13]([NH2:17])[CH:14]([CH3:16])[CH3:15].C1(C)C=CC(S(O)(=O)=O)=CC=1. Product: [Br:1][C:2]1[CH:3]=[C:4]2[C:9](=[O:10])[N:17]([CH2:13][CH:14]([CH3:16])[CH3:15])[C:6](=[O:8])[C:5]2=[CH:11][CH:12]=1. The catalyst class is: 11.